This data is from Full USPTO retrosynthesis dataset with 1.9M reactions from patents (1976-2016). The task is: Predict the reactants needed to synthesize the given product. Given the product [F:27][C:28]1[CH:36]=[CH:35][C:31]([C:32]([C:9]2[C:10]3[CH:11]=[N:12][C:13]([C:16]([O:18][CH2:19][CH3:20])=[O:17])=[CH:14][C:15]=3[N:7]([CH2:6][C:5]3[CH:4]=[CH:3][C:2]([F:1])=[CH:22][CH:21]=3)[CH:8]=2)=[O:33])=[CH:30][CH:29]=1, predict the reactants needed to synthesize it. The reactants are: [F:1][C:2]1[CH:22]=[CH:21][C:5]([CH2:6][N:7]2[C:15]3[CH:14]=[C:13]([C:16]([O:18][CH2:19][CH3:20])=[O:17])[N:12]=[CH:11][C:10]=3[CH:9]=[CH:8]2)=[CH:4][CH:3]=1.[Cl-].[Al+3].[Cl-].[Cl-].[F:27][C:28]1[CH:36]=[CH:35][C:31]([C:32](Br)=[O:33])=[CH:30][CH:29]=1.